Dataset: Forward reaction prediction with 1.9M reactions from USPTO patents (1976-2016). Task: Predict the product of the given reaction. Given the reactants [NH2:1][C:2]1[C:7]([C:8]#[N:9])=[C:6](I)[C:5]([O:11][CH3:12])=[C:4]([O:13][CH3:14])[CH:3]=1.C1C=CC(P(C2C=CC=CC=2)C2C=CC=CC=2)=CC=1.B([O-])O[C:36]1[CH:41]=[CH:40][CH:39]=[CH:38][N:37]=1.C([O-])([O-])=O.[K+].[K+], predict the reaction product. The product is: [NH2:1][C:2]1[C:7]([C:8]#[N:9])=[C:6]([C:36]2[CH:41]=[CH:40][CH:39]=[CH:38][N:37]=2)[C:5]([O:11][CH3:12])=[C:4]([O:13][CH3:14])[CH:3]=1.